This data is from Peptide-MHC class II binding affinity with 134,281 pairs from IEDB. The task is: Regression. Given a peptide amino acid sequence and an MHC pseudo amino acid sequence, predict their binding affinity value. This is MHC class II binding data. (1) The binding affinity (normalized) is 0.515. The peptide sequence is KKSALTLKGTSYKICTD. The MHC is DRB1_1101 with pseudo-sequence DRB1_1101. (2) The MHC is DRB1_1501 with pseudo-sequence DRB1_1501. The peptide sequence is LVKYEGDTMAEVELR. The binding affinity (normalized) is 0.213. (3) The peptide sequence is QLSALWARFPLPVIP. The binding affinity (normalized) is 0.0802. The MHC is DRB3_0202 with pseudo-sequence DRB3_0202. (4) The peptide sequence is IDLTKIDRCFQLRGNGV. The MHC is HLA-DQA10501-DQB10301 with pseudo-sequence HLA-DQA10501-DQB10301. The binding affinity (normalized) is 0.0761. (5) The peptide sequence is TTVLDFHPGAGKTRR. The MHC is HLA-DQA10102-DQB10501 with pseudo-sequence HLA-DQA10102-DQB10501. The binding affinity (normalized) is 0.334. (6) The peptide sequence is LRIAAKIYSEADEAW. The MHC is DRB1_0901 with pseudo-sequence DRB1_0901. The binding affinity (normalized) is 0.342. (7) The peptide sequence is GELQPVDKIDAAFKI. The binding affinity (normalized) is 0.275. The MHC is DRB1_0101 with pseudo-sequence DRB1_0101. (8) The peptide sequence is IVPPADKYRTFVATF. The MHC is HLA-DPA10201-DPB11401 with pseudo-sequence HLA-DPA10201-DPB11401. The binding affinity (normalized) is 0.0264. (9) The peptide sequence is QPNLKALREKVLGLP. The MHC is HLA-DQA10104-DQB10503 with pseudo-sequence HLA-DQA10104-DQB10503. The binding affinity (normalized) is 0.